From a dataset of Reaction yield outcomes from USPTO patents with 853,638 reactions. Predict the reaction yield, written as a fraction of the theoretical maximum amount of product (1.0 means a 100% yield; for example, 0.34 means a 34% yield). (1) The reactants are [OH-].[Na+].C([O:5][C:6]([C:8]1[CH:12]=[C:11]([CH2:13][CH2:14][CH2:15][CH:16]([CH3:18])[CH3:17])[NH:10][N:9]=1)=[O:7])C. The catalyst is CO. The product is [CH3:17][CH:16]([CH3:18])[CH2:15][CH2:14][CH2:13][C:11]1[NH:10][N:9]=[C:8]([C:6]([OH:7])=[O:5])[CH:12]=1. The yield is 0.802. (2) The reactants are [CH3:1][C:2]1[CH:7]=[CH:6][C:5]([S:8]([O:11][CH2:12][CH:13]2[CH2:17][C:16]3[CH:18]=[CH:19][CH:20]=[C:21](Br)[C:15]=3[O:14]2)(=[O:10])=[O:9])=[CH:4][CH:3]=1.[CH3:23][O:24][C:25]1[CH:30]=[C:29]([O:31][CH3:32])[CH:28]=[CH:27][C:26]=1B(O)O.C(=O)([O-])[O-].[K+].[K+]. The catalyst is CC1C=CC=CC=1[P](C1C=CC=CC=1C)([Pd](Cl)(Cl)[P](C1=C(C)C=CC=C1)(C1C=CC=CC=1C)C1C=CC=CC=1C)C1C=CC=CC=1C. The product is [CH3:1][C:2]1[CH:7]=[CH:6][C:5]([S:8]([O:11][CH2:12][CH:13]2[CH2:17][C:16]3[CH:18]=[CH:19][CH:20]=[C:21]([C:28]4[CH:27]=[CH:26][C:25]([O:24][CH3:23])=[CH:30][C:29]=4[O:31][CH3:32])[C:15]=3[O:14]2)(=[O:10])=[O:9])=[CH:4][CH:3]=1. The yield is 0.570. (3) The reactants are [CH3:1][O:2][CH2:3][CH2:4][O:5][C:6](=[O:44])[NH:7][C:8]1[CH:13]=[CH:12][C:11]([C:14]2[CH:15]=[C:16]3[C:22]([C:23]4[CH:28]=[CH:27][CH:26]=[CH:25][C:24]=4[O:29][CH3:30])=[N:21][N:20](COCC[Si](C)(C)C)[C:17]3=[N:18][CH:19]=2)=[CH:10][C:9]=1[C:39](=[O:43])[N:40]([CH3:42])[CH3:41].Cl(O)(=O)(=O)=O.C(=O)(O)[O-].[Na+]. The catalyst is C(O)(=O)C. The product is [CH3:1][O:2][CH2:3][CH2:4][O:5][C:6](=[O:44])[NH:7][C:8]1[CH:13]=[CH:12][C:11]([C:14]2[CH:15]=[C:16]3[C:22]([C:23]4[CH:28]=[CH:27][CH:26]=[CH:25][C:24]=4[O:29][CH3:30])=[N:21][NH:20][C:17]3=[N:18][CH:19]=2)=[CH:10][C:9]=1[C:39](=[O:43])[N:40]([CH3:42])[CH3:41]. The yield is 0.550.